Predict the reactants needed to synthesize the given product. From a dataset of Full USPTO retrosynthesis dataset with 1.9M reactions from patents (1976-2016). Given the product [F:1][C:2]1[CH:8]=[C:6]2[C:5]([CH:9]=[N:13][NH:7]2)=[CH:4][C:3]=1[N+:10]([O-:12])=[O:11], predict the reactants needed to synthesize it. The reactants are: [F:1][C:2]1[C:3]([N+:10]([O-:12])=[O:11])=[CH:4][C:5]([CH3:9])=[C:6]([CH:8]=1)[NH2:7].[N:13]([O-])=O.[Na+].